Dataset: Full USPTO retrosynthesis dataset with 1.9M reactions from patents (1976-2016). Task: Predict the reactants needed to synthesize the given product. (1) Given the product [CH3:17][CH:18]([N:7]=[C:4]=[N:5][CH:6]([CH3:1])[CH3:22])[CH3:19], predict the reactants needed to synthesize it. The reactants are: [CH:1]1[CH:6]=[N:5][C:4]2[N:7](O)N=NC=2C=1.CN(C=O)C.N1CC[CH2:19][CH2:18][CH2:17]1.[CH3:22]N(C=O)C. (2) Given the product [CH:44]([OH:45])=[O:61].[C:1]([C:5]1[CH:9]=[C:8]([NH:10][C:11]([NH:13][C@@H:14]2[C:23]3[C:18](=[CH:19][CH:20]=[CH:21][CH:22]=3)[C@H:17]([O:24][C:25]3[CH:26]=[CH:27][C:28]4[N:29]([C:31]([N:34]5[CH2:39][CH2:38][CH2:37][CH2:36][C@@H:35]5[CH3:40])=[N:32][N:33]=4)[CH:30]=3)[CH2:16][CH2:15]2)=[O:12])[N:7]([C:41]2[CH:52]=[CH:51][CH:50]=[C:43]([CH2:44][N:53]3[CH2:57][CH2:56][CH2:55][CH2:54]3)[CH:42]=2)[N:6]=1)([CH3:2])([CH3:3])[CH3:4], predict the reactants needed to synthesize it. The reactants are: [C:1]([C:5]1[CH:9]=[C:8]([NH:10][C:11]([NH:13][C@@H:14]2[C:23]3[C:18](=[CH:19][CH:20]=[CH:21][CH:22]=3)[C@H:17]([O:24][C:25]3[CH:26]=[CH:27][C:28]4[N:29]([C:31]([N:34]5[CH2:39][CH2:38][CH2:37][CH2:36][C@@H:35]5[CH3:40])=[N:32][N:33]=4)[CH:30]=3)[CH2:16][CH2:15]2)=[O:12])[N:7]([C:41]2[CH:42]=[C:43]([CH:50]=[CH:51][CH:52]=2)[CH2:44][O:45]S(C)(=O)=O)[N:6]=1)([CH3:4])([CH3:3])[CH3:2].[NH:53]1[CH2:57][CH2:56][CH2:55][CH2:54]1.C1C[O:61]CC1. (3) Given the product [CH3:1][O:2][C:3](=[O:13])[C:4]1[C:9]([O:10][CH3:11])=[CH:8][C:7]([C:17]2[C:18]([CH2:22][CH3:23])=[CH:19][CH:20]=[CH:21][C:16]=2[CH2:14][CH3:15])=[N:6][CH:5]=1, predict the reactants needed to synthesize it. The reactants are: [CH3:1][O:2][C:3](=[O:13])[C:4]1[C:9]([O:10][CH3:11])=[CH:8][C:7](Cl)=[N:6][CH:5]=1.[CH2:14]([C:16]1[CH:21]=[CH:20][CH:19]=[C:18]([CH2:22][CH3:23])[C:17]=1B(O)O)[CH3:15].C([O-])([O-])=O.[Na+].[Na+].CCCCCC. (4) Given the product [NH4+:6].[OH-:1].[O:1]=[C:2]1[NH:10][C:5]2=[N:6][CH:7]=[CH:8][CH:9]=[C:4]2[C:3]21[CH2:21][C:13]1[CH:14]=[N:15][C:16]([NH:24][C:27](=[O:36])[O:50][C:46]([CH3:49])([CH3:48])[CH3:47])=[CH:17][C:12]=1[CH2:11]2, predict the reactants needed to synthesize it. The reactants are: [O:1]=[C:2]1[NH:10][C:5]2=[N:6][CH:7]=[CH:8][CH:9]=[C:4]2[C:3]21[CH2:21][C:13]1[CH:14]=[N:15][C:16](C(O)=O)=[CH:17][C:12]=1[CH2:11]2.C([N:24]([CH2:27]C)CC)C.C1(P(N=[N+]=[N-])(C2C=CC=CC=2)=[O:36])C=CC=CC=1.[C:46]([OH:50])([CH3:49])([CH3:48])[CH3:47]. (5) Given the product [N:1]12[CH2:6][CH2:5][CH:4]([CH2:7][CH2:8]1)[C@H:3]([NH:9][C:10]1[C:19]3[C:14](=[CH:15][CH:16]=[C:17]([C:20]4[CH:21]=[CH:22][C:23]([OH:26])=[CH:24][CH:25]=4)[CH:18]=3)[NH:13][C:12](=[O:28])[C:11]=1[C:29]1[NH:30][C:31]3[CH:37]=[CH:36][CH:35]=[CH:34][C:32]=3[N:33]=1)[CH2:2]2, predict the reactants needed to synthesize it. The reactants are: [N:1]12[CH2:8][CH2:7][CH:4]([CH2:5][CH2:6]1)[C@H:3]([NH:9][C:10]1[C:19]3[C:14](=[CH:15][CH:16]=[C:17]([C:20]4[CH:25]=[CH:24][C:23]([O:26]C)=[CH:22][CH:21]=4)[CH:18]=3)[NH:13][C:12](=[O:28])[C:11]=1[C:29]1[NH:33][C:32]3[CH:34]=[CH:35][CH:36]=[CH:37][C:31]=3[N:30]=1)[CH2:2]2.[OH-].[Na+].